From a dataset of Forward reaction prediction with 1.9M reactions from USPTO patents (1976-2016). Predict the product of the given reaction. (1) Given the reactants Br[C:2]1[CH:3]=[C:4]2[C:9](=[CH:10][CH:11]=1)[N:8]=[CH:7][CH:6]=[C:5]2[S:12][C:13]1([C:17]([O:19][CH2:20][CH3:21])=[O:18])[CH2:16][CH2:15][CH2:14]1.[F:22][C:23]([F:34])([F:33])[C:24]1[CH:29]=[CH:28][CH:27]=[CH:26][C:25]=1B(O)O.C(=O)([O-])[O-].[Na+].[Na+].O1CCOCC1, predict the reaction product. The product is: [F:22][C:23]([F:34])([F:33])[C:24]1[CH:29]=[CH:28][CH:27]=[CH:26][C:25]=1[C:2]1[CH:3]=[C:4]2[C:9](=[CH:10][CH:11]=1)[N:8]=[CH:7][CH:6]=[C:5]2[S:12][C:13]1([C:17]([O:19][CH2:20][CH3:21])=[O:18])[CH2:16][CH2:15][CH2:14]1. (2) Given the reactants [Cl:1][C:2]1[CH:7]=[CH:6][C:5]([O:8][CH3:9])=[CH:4][C:3]=1C1C=CN2N=C(N)N=C2C=1.Br[C:21]1[CH:26]=[CH:25][N:24]2[N:27]=[C:28]([NH2:30])[N:29]=[C:23]2[CH:22]=1, predict the reaction product. The product is: [Cl:1][C:2]1[CH:7]=[CH:6][C:5]([O:8][CH3:9])=[CH:4][C:3]=1[C:26]1[CH:21]=[CH:22][C:23]2[N:24]([N:27]=[C:28]([NH2:30])[N:29]=2)[CH:25]=1. (3) Given the reactants C[O:2][C:3]1[CH:4]=[C:5]([C:18]2[CH:22]=[CH:21][S:20][CH:19]=2)[CH:6]=[CH:7][C:8]=1[O:9][C:10]1[CH:15]=[CH:14][CH:13]=[CH:12][C:11]=1[O:16]C.B(Br)(Br)Br, predict the reaction product. The product is: [OH:16][C:11]1[CH:12]=[CH:13][CH:14]=[CH:15][C:10]=1[O:9][C:8]1[CH:7]=[CH:6][C:5]([C:18]2[CH:22]=[CH:21][S:20][CH:19]=2)=[CH:4][C:3]=1[OH:2]. (4) Given the reactants [Br-].[CH2:2]([P+](C1C=CC=CC=1)(C1C=CC=CC=1)C1C=CC=CC=1)[CH2:3][C:4]1[CH:9]=[CH:8][CH:7]=[CH:6][CH:5]=1.[Li]CCCC.[C:34]([CH:38]1[CH2:43][CH2:42][CH2:41][CH:40]([CH2:44][CH2:45][CH:46]=O)[CH2:39]1)([CH3:37])([CH3:36])[CH3:35], predict the reaction product. The product is: [C:34]([CH:38]1[CH2:43][CH2:42][CH2:41][CH:40]([CH2:44][CH2:45][CH:46]=[CH:2][CH2:3][C:4]2[CH:5]=[CH:6][CH:7]=[CH:8][CH:9]=2)[CH2:39]1)([CH3:37])([CH3:36])[CH3:35]. (5) Given the reactants [C:1]([O:5][C:6](=[O:15])[NH:7][CH2:8][CH:9]1[CH2:14][CH2:13][NH:12][CH2:11][CH2:10]1)([CH3:4])([CH3:3])[CH3:2].[C:16](Cl)(=[O:27])[O:17][CH2:18][C:19]1[CH:24]=[C:23]([Cl:25])[CH:22]=[C:21]([Cl:26])[CH:20]=1.C(=O)(O)[O-].[Na+], predict the reaction product. The product is: [C:1]([O:5][C:6]([NH:7][CH2:8][CH:9]1[CH2:10][CH2:11][N:12]([C:16]([O:17][CH2:18][C:19]2[CH:20]=[C:21]([Cl:26])[CH:22]=[C:23]([Cl:25])[CH:24]=2)=[O:27])[CH2:13][CH2:14]1)=[O:15])([CH3:4])([CH3:2])[CH3:3]. (6) Given the reactants [CH3:1][C:2]1[C:6]([C:7]2[CH:12]=[CH:11][C:10]3[O:13][CH2:14][O:15][C:9]=3[CH:8]=2)=[C:5]([NH2:16])[NH:4][N:3]=1.[C:17]1([C:23](=O)[CH2:24][C:25](OCC)=[O:26])[CH:22]=[CH:21][CH:20]=[CH:19][CH:18]=1, predict the reaction product. The product is: [CH2:14]1[O:13][C:10]2[CH:11]=[CH:12][C:7]([C:6]3[C:2]([CH3:1])=[N:3][N:4]4[C:23]([C:17]5[CH:22]=[CH:21][CH:20]=[CH:19][CH:18]=5)=[CH:24][C:25](=[O:26])[NH:16][C:5]=34)=[CH:8][C:9]=2[O:15]1. (7) Given the reactants [Cl:1][C:2]1[CH:7]=[CH:6][C:5]([CH2:8][C:9]#[N:10])=[CH:4][CH:3]=1.[H-].[Na+].C([O:15][C:16](=O)[C:17]1[CH:22]=[CH:21][CH:20]=[CH:19][C:18]=1[Cl:23])C.O, predict the reaction product. The product is: [Cl:23][C:18]1[CH:19]=[CH:20][CH:21]=[CH:22][C:17]=1[C:16](=[O:15])[CH:8]([C:5]1[CH:6]=[CH:7][C:2]([Cl:1])=[CH:3][CH:4]=1)[C:9]#[N:10]. (8) Given the reactants [Cl:1][C:2]1[CH:22]=[C:21]([I:23])[CH:20]=[CH:19][C:3]=1[CH2:4][C:5]1[C:13]2[C:8](=[CH:9][CH:10]=[C:11]([C:14]([O:16]C)=[O:15])[CH:12]=2)[NH:7][C:6]=1[CH3:18].[OH-].[Na+].Cl, predict the reaction product. The product is: [C:14]([C:11]1[CH:12]=[C:13]2[C:8](=[CH:9][CH:10]=1)[NH:7][C:6]([CH3:18])=[C:5]2[CH2:4][C:3]1[CH:19]=[CH:20][C:21]([I:23])=[CH:22][C:2]=1[Cl:1])([OH:16])=[O:15]. (9) The product is: [CH:1]1([CH2:4][O:5][C:6]2[N:11]=[C:10]([C:12]([N:25]3[CH2:26][C:22]([F:30])([F:21])[CH2:23][C@H:24]3[C:27]([NH2:29])=[O:28])=[O:14])[CH:9]=[CH:8][C:7]=2[C:15]2([OH:19])[CH2:18][CH2:17][CH2:16]2)[CH2:2][CH2:3]1. Given the reactants [CH:1]1([CH2:4][O:5][C:6]2[N:11]=[C:10]([C:12]([OH:14])=O)[CH:9]=[CH:8][C:7]=2[C:15]2([OH:19])[CH2:18][CH2:17][CH2:16]2)[CH2:3][CH2:2]1.Cl.[F:21][C:22]1([F:30])[CH2:26][NH:25][C@H:24]([C:27]([NH2:29])=[O:28])[CH2:23]1, predict the reaction product.